Dataset: Full USPTO retrosynthesis dataset with 1.9M reactions from patents (1976-2016). Task: Predict the reactants needed to synthesize the given product. The reactants are: [C:1]1([C@@H:7]([CH2:14][C:15]2[CH:20]=[CH:19][C:18]([O:21][CH2:22][CH2:23][CH2:24][NH2:25])=[CH:17][CH:16]=2)[CH2:8][C:9]([O:11][CH2:12][CH3:13])=[O:10])[CH:6]=[CH:5][CH:4]=[CH:3][CH:2]=1.Br[C:27]1[N:32]=[CH:31][CH:30]=[CH:29][N:28]=1.C([O-])(O)=O.[Na+]. Given the product [C:1]1([C@@H:7]([CH2:14][C:15]2[CH:20]=[CH:19][C:18]([O:21][CH2:22][CH2:23][CH2:24][NH:25][C:27]3[N:32]=[CH:31][CH:30]=[CH:29][N:28]=3)=[CH:17][CH:16]=2)[CH2:8][C:9]([O:11][CH2:12][CH3:13])=[O:10])[CH:2]=[CH:3][CH:4]=[CH:5][CH:6]=1, predict the reactants needed to synthesize it.